Dataset: Forward reaction prediction with 1.9M reactions from USPTO patents (1976-2016). Task: Predict the product of the given reaction. Given the reactants [CH2:1]([C:5]1[N:6]=[C:7]([NH:21][CH2:22][C:23]2[CH:28]=[CH:27][C:26]([O:29][CH3:30])=[C:25]([O:31][CH3:32])[CH:24]=2)[C:8]2[NH:13][N:12]=[C:11]([C:14]#[C:15][CH2:16][CH2:17][CH2:18][CH2:19]Cl)[C:9]=2[N:10]=1)[CH2:2][CH2:3][CH3:4].Cl.[F:34][CH:35]1[CH2:40][CH2:39][NH:38][CH2:37][CH2:36]1, predict the reaction product. The product is: [CH2:1]([C:5]1[N:6]=[C:7]([NH:21][CH2:22][C:23]2[CH:28]=[CH:27][C:26]([O:29][CH3:30])=[C:25]([O:31][CH3:32])[CH:24]=2)[C:8]2[NH:13][N:12]=[C:11]([CH2:14][CH2:15][CH2:16][CH2:17][CH2:18][CH2:19][N:38]3[CH2:39][CH2:40][CH:35]([F:34])[CH2:36][CH2:37]3)[C:9]=2[N:10]=1)[CH2:2][CH2:3][CH3:4].